From a dataset of Full USPTO retrosynthesis dataset with 1.9M reactions from patents (1976-2016). Predict the reactants needed to synthesize the given product. (1) Given the product [NH2:29][C@@H:25]([CH2:24][O:23][CH2:16][C:17]1[CH:22]=[CH:21][CH:20]=[CH:19][CH:18]=1)[C:26]([NH:5][C:4]1[CH:6]=[CH:7][C:8]([O:9][C:10]2[CH:15]=[CH:14][CH:13]=[CH:12][CH:11]=2)=[C:2]([Cl:1])[CH:3]=1)=[O:27], predict the reactants needed to synthesize it. The reactants are: [Cl:1][C:2]1[CH:3]=[C:4]([CH:6]=[CH:7][C:8]=1[O:9][C:10]1[CH:15]=[CH:14][CH:13]=[CH:12][CH:11]=1)[NH2:5].[CH2:16]([O:23][CH2:24][C@H:25]([NH:29]C(OC(C)(C)C)=O)[C:26](O)=[O:27])[C:17]1[CH:22]=[CH:21][CH:20]=[CH:19][CH:18]=1. (2) Given the product [CH3:22][Si:12]([CH3:11])([CH3:21])[C:13]#[C:14][C:15]#[C:16][CH2:17][CH2:18][CH:19]=[O:20], predict the reactants needed to synthesize it. The reactants are: CS(C)=O.C(Cl)(=O)C(Cl)=O.[CH3:11][Si:12]([CH3:22])([CH3:21])[C:13]#[C:14][C:15]#[C:16][CH2:17][CH2:18][CH2:19][OH:20].C(N(CC)CC)C. (3) Given the product [OH:24][C:23]1[CH:22]=[C:21]([CH:29]=[CH:28][C:25]=1[O:26][CH3:27])/[CH:20]=[C:11]1/[C:12](=[O:14])[C:13]2[C:3]([O:2][CH3:1])=[C:4]([O:17][CH3:18])[C:5]([O:15][CH3:16])=[CH:6][C:7]=2[O:8][CH2:9][CH2:10]/1, predict the reactants needed to synthesize it. The reactants are: [CH3:1][O:2][C:3]1[C:13]2[C:12](=[O:14])[CH2:11][CH2:10][CH2:9][O:8][C:7]=2[CH:6]=[C:5]([O:15][CH3:16])[C:4]=1[O:17][CH3:18].O=[CH:20][C:21]1[CH:29]=[CH:28][C:25]([O:26][CH3:27])=[C:23]([OH:24])[CH:22]=1.C1(C)C=CC(S(O)(=O)=O)=CC=1. (4) Given the product [F:15][C:2]([F:1])([C:8]1[CH:13]=[CH:12][C:11]([F:14])=[CH:10][N:9]=1)[C:3]([OH:5])=[O:4], predict the reactants needed to synthesize it. The reactants are: [F:1][C:2]([F:15])([C:8]1[CH:13]=[CH:12][C:11]([F:14])=[CH:10][N:9]=1)[C:3]([O:5]CC)=[O:4].O1CCCC1.CO.O.[OH-].[Li+]. (5) Given the product [F:15][C:6]1[CH:5]=[CH:4][C:3]([CH2:1][NH2:2])=[CH:8][C:7]=1[C:9]1[CH:10]=[CH:11][CH:12]=[CH:13][CH:14]=1, predict the reactants needed to synthesize it. The reactants are: [C:1]([C:3]1[CH:4]=[CH:5][C:6]([F:15])=[C:7]([C:9]2[CH:14]=[CH:13][CH:12]=[CH:11][CH:10]=2)[CH:8]=1)#[N:2].B.Cl.[OH-].[Na+]. (6) Given the product [NH2:1][C:2]1[S:6][C:5]([CH2:7][CH2:8][S:9]([CH2:10][CH2:11][C:12]2[S:16][C:15]([NH:17][C:18](=[O:26])[CH2:19][C:20]3[CH:25]=[CH:24][CH:23]=[CH:22][CH:21]=3)=[N:14][N:13]=2)(=[O:28])=[O:27])=[N:4][N:3]=1, predict the reactants needed to synthesize it. The reactants are: [NH2:1][C:2]1[S:6][C:5]([CH2:7][CH2:8][S:9][CH2:10][CH2:11][C:12]2[S:16][C:15]([NH:17][C:18](=[O:26])[CH2:19][C:20]3[CH:25]=[CH:24][CH:23]=[CH:22][CH:21]=3)=[N:14][N:13]=2)=[N:4][N:3]=1.[OH2:27].[OH:28]OS([O-])=O.[K+]. (7) Given the product [OH:7][CH2:8][C:9]([CH3:38])([C:32]1[CH:37]=[CH:36][CH:35]=[CH:34][CH:33]=1)[CH2:10][CH2:11][CH2:12][CH2:13][O:14][CH2:15][CH2:16][CH2:17][CH2:18][C:19]([CH3:20])([C:21]1[CH:26]=[CH:25][CH:24]=[CH:23][CH:22]=1)[CH2:27][OH:28], predict the reactants needed to synthesize it. The reactants are: [BH4-].[Li+].CO.C([O:7][C:8](=O)[C:9]([CH3:38])([C:32]1[CH:37]=[CH:36][CH:35]=[CH:34][CH:33]=1)[CH2:10][CH2:11][CH2:12][CH2:13][O:14][CH2:15][CH2:16][CH2:17][CH2:18][C:19]([C:27](OCC)=[O:28])([C:21]1[CH:26]=[CH:25][CH:24]=[CH:23][CH:22]=1)[CH3:20])C.[NH4+].[Cl-]. (8) Given the product [C:37]1([C:44]2[CH:45]=[CH:46][CH:47]=[CH:48][CH:49]=2)[CH:42]=[CH:41][CH:40]=[CH:39][C:38]=1[NH:43][C:1]([NH:25][C:24]1[CH:26]=[CH:27][C:21]([C:18]2[N:19]=[CH:20][N:16]([C:13]3[CH:12]=[CH:11][C:10]([O:9][C:8]([F:7])([F:28])[F:29])=[CH:15][CH:14]=3)[N:17]=2)=[CH:22][CH:23]=1)=[O:5], predict the reactants needed to synthesize it. The reactants are: [C:1](Cl)(=[O:5])C(Cl)=O.[F:7][C:8]([F:29])([F:28])[O:9][C:10]1[CH:15]=[CH:14][C:13]([N:16]2[CH:20]=[N:19][C:18]([C:21]3[CH:27]=[CH:26][C:24]([NH2:25])=[CH:23][CH:22]=3)=[N:17]2)=[CH:12][CH:11]=1.C(N(CC)CC)C.[C:37]1([C:44]2[CH:49]=[CH:48][CH:47]=[CH:46][CH:45]=2)[C:38]([NH2:43])=[CH:39][CH:40]=[CH:41][CH:42]=1. (9) Given the product [C:27]([O:30][CH2:31][C:32]1[C:33]([N:47]2[CH2:59][CH2:58][N:50]3[C:51]4[CH2:52][CH2:53][CH2:54][CH2:55][C:56]=4[CH:57]=[C:49]3[C:48]2=[O:60])=[N:34][CH:35]=[CH:36][C:37]=1[C:2]1[CH:3]=[C:4]([NH:10][C:11]2[CH:16]=[CH:15][C:14]([C:17]3[CH2:18][CH2:19][N:20]([CH:23]4[CH2:26][O:25][CH2:24]4)[CH2:21][CH:22]=3)=[CH:13][N:12]=2)[C:5](=[O:9])[N:6]([CH3:8])[CH:7]=1)(=[O:29])[CH3:28], predict the reactants needed to synthesize it. The reactants are: Br[C:2]1[CH:3]=[C:4]([NH:10][C:11]2[CH:16]=[CH:15][C:14]([C:17]3[CH2:18][CH2:19][N:20]([CH:23]4[CH2:26][O:25][CH2:24]4)[CH2:21][CH:22]=3)=[CH:13][N:12]=2)[C:5](=[O:9])[N:6]([CH3:8])[CH:7]=1.[C:27]([O:30][CH2:31][C:32]1[C:33]([N:47]2[CH2:59][CH2:58][N:50]3[C:51]4[CH2:52][CH2:53][CH2:54][CH2:55][C:56]=4[CH:57]=[C:49]3[C:48]2=[O:60])=[N:34][CH:35]=[CH:36][C:37]=1B1OC(C)(C)C(C)(C)O1)(=[O:29])[CH3:28].[O-]P([O-])([O-])=O.[K+].[K+].[K+].C([O-])(=O)C.[Na+].